This data is from NCI-60 drug combinations with 297,098 pairs across 59 cell lines. The task is: Regression. Given two drug SMILES strings and cell line genomic features, predict the synergy score measuring deviation from expected non-interaction effect. Drug 1: C1CC(=O)NC(=O)C1N2CC3=C(C2=O)C=CC=C3N. Drug 2: CC(C1=C(C=CC(=C1Cl)F)Cl)OC2=C(N=CC(=C2)C3=CN(N=C3)C4CCNCC4)N. Cell line: SK-OV-3. Synergy scores: CSS=2.94, Synergy_ZIP=-2.14, Synergy_Bliss=-1.48, Synergy_Loewe=-1.31, Synergy_HSA=-1.13.